Predict the product of the given reaction. From a dataset of Forward reaction prediction with 1.9M reactions from USPTO patents (1976-2016). (1) Given the reactants [NH:1]1[CH2:5][CH2:4][CH2:3][CH2:2]1.Cl[C:7]1[N:12]=[C:11]([CH3:13])[C:10]([CH:14]([CH2:19][CH2:20][CH3:21])[C:15]([O:17][CH3:18])=[O:16])=[C:9]([C:22]2[CH:27]=[CH:26][C:25]([CH3:28])=[CH:24][CH:23]=2)[N:8]=1, predict the reaction product. The product is: [CH3:13][C:11]1[C:10]([CH:14]([CH2:19][CH2:20][CH3:21])[C:15]([O:17][CH3:18])=[O:16])=[C:9]([C:22]2[CH:27]=[CH:26][C:25]([CH3:28])=[CH:24][CH:23]=2)[N:8]=[C:7]([N:1]2[CH2:5][CH2:4][CH2:3][CH2:2]2)[N:12]=1. (2) Given the reactants Br[C:2]1[CH:3]=[C:4]2[C:9](=[CH:10][CH:11]=1)[C:8](=[O:12])[NH:7][N:6]=[C:5]2[Cl:13].[C:14]([O:18][C:19]([N:21]1[CH2:27][CH2:26][CH2:25][N:24](C2C=CC=CC=2CN)[CH2:23][CH2:22]1)=[O:20])([CH3:17])([CH3:16])[CH3:15].C1C=CC(P([C:49]2[C:58]([C:59]3C(P(C4C=CC=CC=4)C4C=CC=CC=4)=CC=C4C=3C=CC=C4)=[C:57]3[C:52](C=CC=C3)=[CH:51][CH:50]=2)C2C=CC=CC=2)=CC=1.CC([O-])(C)C.[Na+].CC([N:91](C)C)=O, predict the reaction product. The product is: [C:14]([O:18][C:19]([N:21]1[CH2:27][CH2:26][CH2:25][NH:24][CH2:23][CH:22]1[C:57]1[CH:52]=[CH:51][CH:50]=[CH:49][C:58]=1[CH2:59][NH:91][C:2]1[CH:3]=[C:4]2[C:9](=[CH:10][CH:11]=1)[C:8](=[O:12])[NH:7][N:6]=[C:5]2[Cl:13])=[O:20])([CH3:15])([CH3:16])[CH3:17]. (3) Given the reactants [Cl:1][C:2]1[C:7]2[N:8]=[N:9][N:10]([CH2:13][C:14]([OH:16])=O)[C:11](=[O:12])[C:6]=2[CH:5]=[CH:4][CH:3]=1.[CH3:17][O:18][C:19]1[CH:24]=[CH:23][C:22]([C@@H:25]([NH2:27])[CH3:26])=[CH:21][CH:20]=1, predict the reaction product. The product is: [Cl:1][C:2]1[C:7]2[N:8]=[N:9][N:10]([CH2:13][C:14]([NH:27][C@H:25]([C:22]3[CH:23]=[CH:24][C:19]([O:18][CH3:17])=[CH:20][CH:21]=3)[CH3:26])=[O:16])[C:11](=[O:12])[C:6]=2[CH:5]=[CH:4][CH:3]=1.